Dataset: Reaction yield outcomes from USPTO patents with 853,638 reactions. Task: Predict the reaction yield, written as a fraction of the theoretical maximum amount of product (1.0 means a 100% yield; for example, 0.34 means a 34% yield). (1) The reactants are S(=O)(=O)(O)O.[F:6][C:7]1[CH:15]=[C:14]([Cl:16])[C:13]([F:17])=[CH:12][C:8]=1[C:9]([OH:11])=[O:10].[CH2:18](O)[CH3:19]. No catalyst specified. The product is [F:6][C:7]1[CH:15]=[C:14]([Cl:16])[C:13]([F:17])=[CH:12][C:8]=1[C:9]([O:11][CH2:18][CH3:19])=[O:10]. The yield is 0.940. (2) The reactants are [F:1][C:2]1[CH:10]=[C:9]2[C:5]([C:6]([C:20]3[N:21]=[C:22]4[C:28]([CH:29]=[O:30])=[CH:27][N:26]([CH2:31][O:32][CH2:33][CH2:34][Si:35]([CH3:38])([CH3:37])[CH3:36])[C:23]4=[N:24][CH:25]=3)=[N:7][N:8]2[CH2:11][C:12]([N:14]2[CH2:19][CH2:18][O:17][CH2:16][CH2:15]2)=[O:13])=[CH:4][CH:3]=1.S(=O)(=O)([OH:41])N.Cl([O-])=O.[Na+].P([O-])(O)(O)=O.[K+]. The catalyst is C1COCC1.O. The product is [F:1][C:2]1[CH:10]=[C:9]2[C:5]([C:6]([C:20]3[N:21]=[C:22]4[C:28]([C:29]([OH:41])=[O:30])=[CH:27][N:26]([CH2:31][O:32][CH2:33][CH2:34][Si:35]([CH3:38])([CH3:37])[CH3:36])[C:23]4=[N:24][CH:25]=3)=[N:7][N:8]2[CH2:11][C:12]([N:14]2[CH2:19][CH2:18][O:17][CH2:16][CH2:15]2)=[O:13])=[CH:4][CH:3]=1. The yield is 0.950. (3) The reactants are [NH2:1][C:2]1[C:11]([O:12][CH3:13])=[CH:10][CH:9]=[CH:8][C:3]=1[C:4]([O:6][CH3:7])=[O:5].C1C(=O)N([Cl:21])C(=O)C1.O. The catalyst is CN(C=O)C. The product is [NH2:1][C:2]1[C:11]([O:12][CH3:13])=[CH:10][C:9]([Cl:21])=[CH:8][C:3]=1[C:4]([O:6][CH3:7])=[O:5]. The yield is 0.890. (4) The reactants are Br[C:2]1[CH:7]=[CH:6][C:5]([CH2:8][NH:9][C:10]#[N:11])=[CH:4][CH:3]=1.[CH3:12][N:13]1[C:17]([C:18]#[N:19])=[CH:16][CH:15]=[C:14]1B(O)O.C(=O)([O-])[O-].[K+].[K+].COC(OC)COCC(OC)OC.O. The catalyst is O. The product is [C:18]([C:17]1[N:13]([CH3:12])[C:14]([C:2]2[CH:7]=[CH:6][C:5]([CH2:8][NH:9][C:10]#[N:11])=[CH:4][CH:3]=2)=[CH:15][CH:16]=1)#[N:19]. The yield is 0.270. (5) The reactants are [CH:1]1[CH:2]=[CH:3][C:4]2[NH:9][CH:8]=[C:7]([CH2:10][CH2:11][OH:12])[C:5]=2[CH:6]=1.[C:13]([CH2:17][C:18]([O:20][CH2:21][CH3:22])=[O:19])(=O)[CH2:14][CH3:15].O.C1(C)C=CC(S(O)(=O)=O)=CC=1. The catalyst is C1C=CC=CC=1. The product is [CH2:21]([O:20][C:18](=[O:19])[CH2:17][C:13]1([CH2:14][CH3:15])[C:8]2[NH:9][C:4]3[C:5]([C:7]=2[CH2:10][CH2:11][O:12]1)=[CH:6][CH:1]=[CH:2][CH:3]=3)[CH3:22]. The yield is 0.680. (6) The reactants are [OH-].[Na+].[CH2:3]([O:7][C:8]1[CH:13]=[C:12](/[CH:14]=[C:15](\[O:20][CH3:21])/[C:16]([O:18]C)=[O:17])[CH:11]=[CH:10][C:9]=1[C:22]1[CH:27]=[CH:26][CH:25]=[C:24]([N:28]([CH3:36])[C:29]([NH:31][CH2:32][CH2:33][CH2:34][CH3:35])=[O:30])[CH:23]=1)[CH2:4][CH2:5][CH3:6].Cl.O. The catalyst is O1CCCC1.C(OCC)(=O)C. The product is [CH2:3]([O:7][C:8]1[CH:13]=[C:12](/[CH:14]=[C:15](\[O:20][CH3:21])/[C:16]([OH:18])=[O:17])[CH:11]=[CH:10][C:9]=1[C:22]1[CH:27]=[CH:26][CH:25]=[C:24]([N:28]([CH3:36])[C:29]([NH:31][CH2:32][CH2:33][CH2:34][CH3:35])=[O:30])[CH:23]=1)[CH2:4][CH2:5][CH3:6]. The yield is 0.630. (7) The reactants are [CH3:1][N:2]1[C:6]([N:7]2[C:11]3=[N:12][CH:13]=[CH:14][CH:15]=[C:10]3[CH:9]=[CH:8]2)=[C:5](/[CH:16]=[CH:17]/[C:18]([O:20][CH2:21][CH3:22])=[O:19])[C:4]([CH3:23])=[N:3]1.[H][H]. The catalyst is C(O)C.[C].[Pd]. The product is [CH3:1][N:2]1[C:6]([N:7]2[C:11]3=[N:12][CH:13]=[CH:14][CH:15]=[C:10]3[CH:9]=[CH:8]2)=[C:5]([CH2:16][CH2:17][C:18]([O:20][CH2:21][CH3:22])=[O:19])[C:4]([CH3:23])=[N:3]1. The yield is 0.880. (8) The yield is 0.690. The product is [NH2:1][C:4]1[CH:5]=[CH:6][C:7]2[CH2:8][C@@H:9]3[O:13][C:12](=[O:14])[NH:11][C@@H:10]3[C:15]=2[CH:16]=1. The reactants are [N+:1]([C:4]1[CH:5]=[CH:6][C:7]2[CH2:8][C@@H:9]3[O:13][C:12](=[O:14])[NH:11][C@@H:10]3[C:15]=2[CH:16]=1)([O-])=O. The catalyst is CCO.[Pd]. (9) The reactants are [CH3:1][C:2]1[CH:7]=[C:6]([N:8]2[CH2:13][CH2:12][O:11][CH2:10][CH2:9]2)[CH:5]=[C:4]([CH3:14])[C:3]=1[NH2:15].[CH:16]1([CH2:21][C:22](Cl)=[O:23])[CH2:20][CH2:19][CH2:18][CH2:17]1.O. The catalyst is C(#N)C. The product is [CH:16]1([CH2:21][C:22]([NH:15][C:3]2[C:2]([CH3:1])=[CH:7][C:6]([N:8]3[CH2:13][CH2:12][O:11][CH2:10][CH2:9]3)=[CH:5][C:4]=2[CH3:14])=[O:23])[CH2:20][CH2:19][CH2:18][CH2:17]1. The yield is 0.200. (10) The reactants are [F:1][C:2]1[CH:15]=[CH:14][C:5]([O:6][C:7]2[CH:13]=[CH:12][C:10]([NH2:11])=[CH:9][CH:8]=2)=[CH:4][CH:3]=1.[CH2:16]([O:23][CH2:24][C@H:25]([NH:29]C(OC(C)(C)C)=O)[C:26](O)=[O:27])[C:17]1[CH:22]=[CH:21][CH:20]=[CH:19][CH:18]=1. No catalyst specified. The product is [NH2:29][C@@H:25]([CH2:24][O:23][CH2:16][C:17]1[CH:22]=[CH:21][CH:20]=[CH:19][CH:18]=1)[C:26]([NH:11][C:10]1[CH:12]=[CH:13][C:7]([O:6][C:5]2[CH:14]=[CH:15][C:2]([F:1])=[CH:3][CH:4]=2)=[CH:8][CH:9]=1)=[O:27]. The yield is 0.690.